From a dataset of Catalyst prediction with 721,799 reactions and 888 catalyst types from USPTO. Predict which catalyst facilitates the given reaction. (1) Reactant: [F:1][C:2]1[C:3]([C:17]2[CH2:21][CH:20]([CH2:22][OH:23])[O:19][N:18]=2)=[N:4][CH:5]=[C:6](B2OC(C)(C)C(C)(C)O2)[CH:7]=1.Br[C:25]1[CH:33]=[CH:32][C:31]2[N:30]3[C:34](=[O:42])[O:35][C@@H:36]([CH2:37][NH:38][C:39](=[O:41])[CH3:40])[C@@H:29]3[CH2:28][C:27]=2[CH:26]=1.C([O-])([O-])=O.[K+].[K+]. Product: [F:1][C:2]1[CH:7]=[C:6]([C:25]2[CH:33]=[CH:32][C:31]3[N:30]4[C:34](=[O:42])[O:35][C@@H:36]([CH2:37][NH:38][C:39](=[O:41])[CH3:40])[C@@H:29]4[CH2:28][C:27]=3[CH:26]=2)[CH:5]=[N:4][C:3]=1[C:17]1[CH2:21][CH:20]([CH2:22][OH:23])[O:19][N:18]=1. The catalyst class is: 38. (2) Reactant: [H-].[Na+].[CH2:3]([O:10][CH2:11][N:12]1[C:17](=[O:18])[C:16]([Br:19])=[N:15][NH:14][C:13]1=[O:20])[C:4]1[CH:9]=[CH:8][CH:7]=[CH:6][CH:5]=1.Br[CH2:22][C:23]([C:25]1[CH:30]=[CH:29][CH:28]=[CH:27][CH:26]=1)=[O:24].O. Product: [CH2:3]([O:10][CH2:11][N:12]1[C:17](=[O:18])[C:16]([Br:19])=[N:15][N:14]([CH2:22][C:23](=[O:24])[C:25]2[CH:30]=[CH:29][CH:28]=[CH:27][CH:26]=2)[C:13]1=[O:20])[C:4]1[CH:9]=[CH:8][CH:7]=[CH:6][CH:5]=1. The catalyst class is: 3. (3) Reactant: [CH2:1]([Mg]Cl)[C:2]1[CH:7]=[CH:6][CH:5]=[CH:4][CH:3]=1.[C:10]([C:18]1[CH:23]=[CH:22][CH:21]=[CH:20][CH:19]=1)(=O)[C:11]1[CH:16]=[CH:15][CH:14]=[CH:13][CH:12]=1. Product: [C:11]1([C:10]([C:18]2[CH:23]=[CH:22][CH:21]=[CH:20][CH:19]=2)=[CH:1][C:2]2[CH:7]=[CH:6][CH:5]=[CH:4][CH:3]=2)[CH:16]=[CH:15][CH:14]=[CH:13][CH:12]=1. The catalyst class is: 1. (4) Reactant: [CH3:1][O:2][C:3]1[CH:17]=[CH:16][C:6]([CH2:7][N:8]2[CH:12]=[C:11]([C:13]([OH:15])=O)[CH:10]=[N:9]2)=[CH:5][CH:4]=1.CN([C:21]([O:25][N:26]1N=NC2C=CC=N[C:27]1=2)=[N+](C)C)C.F[P-](F)(F)(F)(F)F.CNOC. Product: [CH3:1][O:2][C:3]1[CH:4]=[CH:5][C:6]([CH2:7][N:8]2[CH:12]=[C:11]([C:13]([N:26]([O:25][CH3:21])[CH3:27])=[O:15])[CH:10]=[N:9]2)=[CH:16][CH:17]=1. The catalyst class is: 2.